From a dataset of Forward reaction prediction with 1.9M reactions from USPTO patents (1976-2016). Predict the product of the given reaction. (1) Given the reactants Br[C:2]1[CH:7]=[CH:6][C:5]([C:8]2([C:15]#[N:16])[CH2:13][CH2:12][N:11]([CH3:14])[CH2:10][CH2:9]2)=[CH:4][CH:3]=1.[C:17](=[NH:30])([C:24]1[CH:29]=[CH:28][CH:27]=[CH:26][CH:25]=1)[C:18]1[CH:23]=[CH:22][CH:21]=[CH:20][CH:19]=1.C(=O)([O-])[O-].[Cs+].[Cs+].CC1(C)C2C(=C(P(C3C=CC=CC=3)C3C=CC=CC=3)C=CC=2)OC2C(P(C3C=CC=CC=3)C3C=CC=CC=3)=CC=CC1=2, predict the reaction product. The product is: [C:17](=[N:30][C:2]1[CH:7]=[CH:6][C:5]([C:8]2([C:15]#[N:16])[CH2:13][CH2:12][N:11]([CH3:14])[CH2:10][CH2:9]2)=[CH:4][CH:3]=1)([C:24]1[CH:25]=[CH:26][CH:27]=[CH:28][CH:29]=1)[C:18]1[CH:23]=[CH:22][CH:21]=[CH:20][CH:19]=1. (2) Given the reactants [CH3:1][C:2]1[O:3][C:4]([C:8]([OH:10])=O)=[C:5]([CH3:7])[N:6]=1.O1CCCC1.C(Cl)(=O)C(Cl)=O.[NH2:22][C:23]1[CH:24]=[C:25]([CH:42]=[CH:43][C:44]=1[F:45])[O:26][C:27]1[CH:28]=[CH:29][C:30]2[N:31]([CH:33]=[C:34]([NH:36][C:37]([CH:39]3[CH2:41][CH2:40]3)=[O:38])[N:35]=2)[N:32]=1, predict the reaction product. The product is: [CH:39]1([C:37]([NH:36][C:34]2[N:35]=[C:30]3[CH:29]=[CH:28][C:27]([O:26][C:25]4[CH:42]=[CH:43][C:44]([F:45])=[C:23]([NH:22][C:8]([C:4]5[O:3][C:2]([CH3:1])=[N:6][C:5]=5[CH3:7])=[O:10])[CH:24]=4)=[N:32][N:31]3[CH:33]=2)=[O:38])[CH2:40][CH2:41]1. (3) The product is: [CH3:23][N:22]([CH3:24])[CH:2]([C:4]1[CH:12]=[CH:11][CH:10]=[C:9]2[C:5]=1[CH:6]=[CH:7][N:8]2[S:13]([C:16]1[CH:21]=[CH:20][CH:19]=[CH:18][CH:17]=1)(=[O:15])=[O:14])[CH3:3]. Given the reactants I[CH:2]([C:4]1[CH:12]=[CH:11][CH:10]=[C:9]2[C:5]=1[CH:6]=[CH:7][N:8]2[S:13]([C:16]1[CH:21]=[CH:20][CH:19]=[CH:18][CH:17]=1)(=[O:15])=[O:14])[CH3:3].[NH:22]([CH3:24])[CH3:23], predict the reaction product. (4) Given the reactants [CH2:1]([N:8]1[C:12]([C:13]2[CH:18]=[CH:17][CH:16]=[CH:15][CH:14]=2)=[N:11][C:10]([NH:19]C(=O)C2C=CC=CC=2)=[N:9]1)[C:2]1[CH:7]=[CH:6][CH:5]=[CH:4][CH:3]=1.Cl.[OH-].[Na+], predict the reaction product. The product is: [CH2:1]([N:8]1[C:12]([C:13]2[CH:18]=[CH:17][CH:16]=[CH:15][CH:14]=2)=[N:11][C:10]([NH2:19])=[N:9]1)[C:2]1[CH:7]=[CH:6][CH:5]=[CH:4][CH:3]=1. (5) Given the reactants [CH2:1]([O:8][C:9]1[CH:14]=[CH:13][C:12]([C@@H:15]([NH:41][C:42]2[CH:47]=[CH:46][C:45]([F:48])=[CH:44][CH:43]=2)[C@@H:16]([CH2:31]/[CH:32]=[CH:33]\[C:34]2[CH:39]=[CH:38][C:37]([F:40])=[CH:36][CH:35]=2)[C:17](N2[C@@H](C3C=CC=CC=3)COC2=O)=[O:18])=[CH:11][CH:10]=1)[C:2]1[CH:7]=[CH:6][CH:5]=[CH:4][CH:3]=1, predict the reaction product. The product is: [CH2:1]([O:8][C:9]1[CH:10]=[CH:11][C:12]([C@H:15]2[N:41]([C:42]3[CH:43]=[CH:44][C:45]([F:48])=[CH:46][CH:47]=3)[C:17](=[O:18])[C@@H:16]2[CH2:31]/[CH:32]=[CH:33]\[C:34]2[CH:35]=[CH:36][C:37]([F:40])=[CH:38][CH:39]=2)=[CH:13][CH:14]=1)[C:2]1[CH:3]=[CH:4][CH:5]=[CH:6][CH:7]=1. (6) Given the reactants [CH3:1][C:2]1[CH:3]=[C:4]2[C:9](=[CH:10][CH:11]=1)[NH:8][C:7](=[O:12])[CH2:6][CH2:5]2.[H-].[Na+].Br[CH2:16][CH2:17][CH2:18][Cl:19], predict the reaction product. The product is: [Cl:19][CH2:18][CH2:17][CH2:16][N:8]1[C:9]2[C:4](=[CH:3][C:2]([CH3:1])=[CH:11][CH:10]=2)[CH2:5][CH2:6][C:7]1=[O:12]. (7) Given the reactants [C:1]([O:5][C@@H:6]([C:12]1[C:13]([CH3:44])=[N:14][C:15]2[N:16]([N:26]=[C:27]([C:29](=O)[NH:30][CH2:31][C:32](=O)[CH2:33][CH2:34][C:35]3[CH:40]=[CH:39][C:38]([F:41])=[CH:37][CH:36]=3)[CH:28]=2)[C:17]=1[N:18]1[CH2:23][CH2:22][C:21]([CH3:25])([CH3:24])[CH2:20][CH2:19]1)[C:7]([O:9]CC)=[O:8])([CH3:4])([CH3:3])[CH3:2].COC1C=CC(P2(SP(C3C=CC(OC)=CC=3)(=S)S2)=[S:54])=CC=1, predict the reaction product. The product is: [C:1]([O:5][C@@H:6]([C:12]1[C:13]([CH3:44])=[N:14][C:15]2[N:16]([N:26]=[C:27]([C:29]3[S:54][C:32]([CH2:33][CH2:34][C:35]4[CH:40]=[CH:39][C:38]([F:41])=[CH:37][CH:36]=4)=[CH:31][N:30]=3)[CH:28]=2)[C:17]=1[N:18]1[CH2:23][CH2:22][C:21]([CH3:25])([CH3:24])[CH2:20][CH2:19]1)[C:7]([OH:9])=[O:8])([CH3:4])([CH3:3])[CH3:2].